Dataset: Forward reaction prediction with 1.9M reactions from USPTO patents (1976-2016). Task: Predict the product of the given reaction. (1) Given the reactants Br[C:2]1[C:3]([CH3:19])=[N:4][N:5]([CH2:14][C:15]([F:18])([F:17])[CH3:16])[C:6]=1[C:7]1[CH:12]=[CH:11][C:10]([F:13])=[CH:9][CH:8]=1.[CH3:20][C:21]1[C:30]2[O:29][CH2:28][C:27](=[O:31])[NH:26][C:25]=2[CH:24]=[C:23](B2OC(C)(C)C(C)(C)O2)[CH:22]=1.C(=O)([O-])[O-].[Cs+].[Cs+], predict the reaction product. The product is: [F:17][C:15]([F:18])([CH3:16])[CH2:14][N:5]1[C:6]([C:7]2[CH:12]=[CH:11][C:10]([F:13])=[CH:9][CH:8]=2)=[C:2]([C:23]2[CH:22]=[C:21]([CH3:20])[C:30]3[O:29][CH2:28][C:27](=[O:31])[NH:26][C:25]=3[CH:24]=2)[C:3]([CH3:19])=[N:4]1. (2) Given the reactants [Cl:1][C:2]1[CH:7]=[C:6]([Cl:8])[CH:5]=[CH:4][C:3]=1[C@@:9]1([CH2:32][N:33]2[CH:37]=[CH:36][N:35]=[CH:34]2)[O:13][C@H:12]([CH2:14][O:15][C:16]2[CH:21]=[CH:20][C:19]([N:22]3[CH2:27][CH2:26][N:25]([S:28]([CH3:31])(=[O:30])=[O:29])[CH2:24][CH2:23]3)=[CH:18][CH:17]=2)[CH2:11][O:10]1.[F:38][C:39]([F:47])([F:46])[CH2:40]CS(Cl)(=O)=O.CS(Cl)(=O)=O, predict the reaction product. The product is: [Cl:1][C:2]1[CH:7]=[C:6]([Cl:8])[CH:5]=[CH:4][C:3]=1[C@@:9]1([CH2:32][N:33]2[CH:37]=[CH:36][N:35]=[CH:34]2)[O:13][C@H:12]([CH2:14][O:15][C:16]2[CH:21]=[CH:20][C:19]([N:22]3[CH2:27][CH2:26][N:25]([S:28]([CH2:31][CH2:40][C:39]([F:47])([F:46])[F:38])(=[O:30])=[O:29])[CH2:24][CH2:23]3)=[CH:18][CH:17]=2)[CH2:11][O:10]1. (3) Given the reactants C(OC([NH:8][C:9]1[CH:10]=[C:11]([C:16]([F:19])=[CH:17][N:18]=1)[C:12]([O:14][CH3:15])=[O:13])=O)(C)(C)C.Cl, predict the reaction product. The product is: [NH2:8][C:9]1[CH:10]=[C:11]([C:16]([F:19])=[CH:17][N:18]=1)[C:12]([O:14][CH3:15])=[O:13]. (4) Given the reactants C([C:4]1[CH:5]=[CH:6][C:7]2[O:11][C@:10]([CH2:16][CH3:17])([C:12]([O:14][CH3:15])=[O:13])[CH2:9][C:8]=2[CH:18]=1)(=O)C.ClC1C=CC=C(C(OO)=[O:27])C=1.C([O-])(O)=O.[Na+], predict the reaction product. The product is: [CH3:15][O:14][C:12]([C:10]1([CH2:16][CH3:17])[CH2:9][C:8]2[CH:18]=[C:4]([OH:27])[CH:5]=[CH:6][C:7]=2[O:11]1)=[O:13].